Dataset: Full USPTO retrosynthesis dataset with 1.9M reactions from patents (1976-2016). Task: Predict the reactants needed to synthesize the given product. (1) Given the product [CH2:1]([O:8][C:9]1[C:14]([CH2:15][CH3:16])=[CH:13][C:12]([C:23]2[CH:28]=[CH:27][CH:26]=[C:25]([N:29]3[C:33]([CH3:34])=[CH:32][CH:31]=[C:30]3[CH3:35])[N:24]=2)=[C:11]([O:20][CH3:21])[CH:10]=1)[C:2]1[CH:7]=[CH:6][CH:5]=[CH:4][CH:3]=1, predict the reactants needed to synthesize it. The reactants are: [CH2:1]([O:8][C:9]1[C:14]([CH2:15][CH3:16])=[CH:13][C:12](B(O)O)=[C:11]([O:20][CH3:21])[CH:10]=1)[C:2]1[CH:7]=[CH:6][CH:5]=[CH:4][CH:3]=1.Br[C:23]1[CH:28]=[CH:27][CH:26]=[C:25]([N:29]2[C:33]([CH3:34])=[CH:32][CH:31]=[C:30]2[CH3:35])[N:24]=1.C(=O)([O-])[O-].[Na+].[Na+].CO.O. (2) The reactants are: Cl.[NH:2]([C:4]1[CH:12]=[CH:11][CH:10]=[CH:9][C:5]=1[C:6]([OH:8])=[O:7])N.[C:13]1(=O)[CH2:17][CH2:16][CH2:15][CH2:14]1.OS(O)(=O)=O. Given the product [CH2:15]1[C:14]2[C:12]3[C:4](=[C:5]([C:6]([OH:8])=[O:7])[CH:9]=[CH:10][CH:11]=3)[NH:2][C:13]=2[CH2:17][CH2:16]1, predict the reactants needed to synthesize it. (3) Given the product [C:13]1([N:12]([C:19]2[CH:20]=[CH:21][CH:22]=[CH:23][CH:24]=2)[C:11]2[CH:10]=[CH:9][C:8]([CH:1]([C:2]3[CH:3]=[CH:4][CH:5]=[CH:6][CH:7]=3)[Si:33]([CH3:36])([CH3:35])[CH3:34])=[CH:26][CH:25]=2)[CH:18]=[CH:17][CH:16]=[CH:15][CH:14]=1, predict the reactants needed to synthesize it. The reactants are: [CH2:1]([C:8]1[CH:26]=[CH:25][C:11]([N:12]([C:19]2[CH:24]=[CH:23][CH:22]=[CH:21][CH:20]=2)[C:13]2[CH:18]=[CH:17][CH:16]=[CH:15][CH:14]=2)=[CH:10][CH:9]=1)[C:2]1[CH:7]=[CH:6][CH:5]=[CH:4][CH:3]=1.C([Li])CCC.Cl[Si:33]([CH3:36])([CH3:35])[CH3:34].CCCCCC. (4) Given the product [CH2:1]([O:8][N:9]1[C:15](=[O:16])[N:14]2[CH2:17][C@H:10]1[CH2:11][CH2:12][C@H:13]2[C:18]([NH:22][NH:21][C:23](=[O:34])[C@H:24]([NH:26][C:27](=[O:33])[O:28][C:29]([CH3:31])([CH3:30])[CH3:32])[CH3:25])=[O:20])[C:2]1[CH:3]=[CH:4][CH:5]=[CH:6][CH:7]=1, predict the reactants needed to synthesize it. The reactants are: [CH2:1]([O:8][N:9]1[C:15](=[O:16])[N:14]2[CH2:17][C@H:10]1[CH2:11][CH2:12][C@H:13]2[C:18]([OH:20])=O)[C:2]1[CH:7]=[CH:6][CH:5]=[CH:4][CH:3]=1.[NH:21]([C:23](=[O:34])[C@H:24]([NH:26][C:27](=[O:33])[O:28][C:29]([CH3:32])([CH3:31])[CH3:30])[CH3:25])[NH2:22].C1C=CC2N(O)N=NC=2C=1.CCN=C=NCCCN(C)C. (5) Given the product [C:20]1([CH:26]2[CH2:27][CH2:28][N:29]([C:10]([CH:2]3[CH2:1][C:9]4[C:4](=[CH:5][CH:6]=[CH:7][CH:8]=4)[CH2:3]3)=[O:12])[CH2:30][CH2:31]2)[CH:25]=[CH:24][CH:23]=[CH:22][CH:21]=1, predict the reactants needed to synthesize it. The reactants are: [CH2:1]1[C:9]2[C:4](=[CH:5][CH:6]=[CH:7][CH:8]=2)[CH2:3][CH:2]1[C:10]([OH:12])=O.C(Cl)(=O)C(Cl)=O.Cl.[C:20]1([CH:26]2[CH2:31][CH2:30][NH:29][CH2:28][CH2:27]2)[CH:25]=[CH:24][CH:23]=[CH:22][CH:21]=1.C(N(CC)CC)C.